From a dataset of Forward reaction prediction with 1.9M reactions from USPTO patents (1976-2016). Predict the product of the given reaction. (1) Given the reactants [Br:1][C:2]1[S:6][C:5]([Cl:7])=[C:4]([C:8]([OH:10])=O)[CH:3]=1.C(Cl)(=O)C(Cl)=O.[C:17]1([O:23][CH3:24])[CH:22]=[CH:21][CH:20]=[CH:19][CH:18]=1.[Al+3].[Cl-].[Cl-].[Cl-], predict the reaction product. The product is: [Br:1][C:2]1[S:6][C:5]([Cl:7])=[C:4]([C:8]([C:20]2[CH:21]=[CH:22][C:17]([O:23][CH3:24])=[CH:18][CH:19]=2)=[O:10])[CH:3]=1. (2) Given the reactants [Cl:1][C:2]1[CH:10]=[CH:9][C:5]([C:6]([OH:8])=O)=[CH:4][C:3]=1[NH:11][C:12]([C:14]1[C:24](=[O:25])[NH:23][C:17]2[N:18]=[C:19]([CH3:22])[N:20]=[CH:21][C:16]=2[CH:15]=1)=[O:13].[C:26]([O:30][C:31](=[O:43])[NH:32][CH2:33][CH2:34][CH:35]([NH2:42])[C:36]1[CH:41]=[CH:40][CH:39]=[CH:38][CH:37]=1)([CH3:29])([CH3:28])[CH3:27].C(N(CC)CC)C.CN(C(ON1N=NC2C=CC=NC1=2)=[N+](C)C)C.F[P-](F)(F)(F)(F)F, predict the reaction product. The product is: [Cl:1][C:2]1[CH:10]=[CH:9][C:5]([C:6]([NH:42][CH:35]([C:36]2[CH:37]=[CH:38][CH:39]=[CH:40][CH:41]=2)[CH2:34][CH2:33][NH:32][C:31](=[O:43])[O:30][C:26]([CH3:29])([CH3:28])[CH3:27])=[O:8])=[CH:4][C:3]=1[NH:11][C:12]([C:14]1[C:24](=[O:25])[NH:23][C:17]2[N:18]=[C:19]([CH3:22])[N:20]=[CH:21][C:16]=2[CH:15]=1)=[O:13]. (3) Given the reactants [N+:1]([C:4]1[CH:16]=[CH:15][C:14]2[C:13]3[C:8](=[CH:9][CH:10]=[CH:11][CH:12]=3)[CH2:7][C:6]=2[CH:5]=1)([O-:3])=[O:2].[CH3:17][O:18][C:19]1[CH:26]=[CH:25][CH:24]=[CH:23][C:20]=1[CH:21]=O.C(Cl)Cl, predict the reaction product. The product is: [CH3:17][O:18][C:19]1[CH:26]=[CH:25][CH:24]=[CH:23][C:20]=1[CH:21]=[C:7]1[C:6]2[CH:5]=[C:4]([N+:1]([O-:3])=[O:2])[CH:16]=[CH:15][C:14]=2[C:13]2[C:8]1=[CH:9][CH:10]=[CH:11][CH:12]=2. (4) Given the reactants [N:1]1([C:6]2[CH:11]=[CH:10][C:9]([CH2:12][O:13][NH2:14])=[CH:8][N:7]=2)[CH:5]=[CH:4][CH:3]=[N:2]1.[C:15]([OH:21])([C:17]([F:20])([F:19])[F:18])=[O:16].CC(O)C, predict the reaction product. The product is: [F:18][C:17]([F:20])([F:19])[C:15]([OH:21])=[O:16].[N:1]1([C:6]2[CH:11]=[CH:10][C:9]([CH2:12][O:13][NH2:14])=[CH:8][N:7]=2)[CH:5]=[CH:4][CH:3]=[N:2]1.